Task: Predict which catalyst facilitates the given reaction.. Dataset: Catalyst prediction with 721,799 reactions and 888 catalyst types from USPTO (1) Reactant: [N:1]1[CH:6]=[CH:5][CH:4]=[CH:3][C:2]=1[C:7]#[N:8].CC(C)([O-])C.[K+].[C:15](#[N:17])[CH3:16].C(=O)(O)[O-].[K+]. Product: [NH2:8][C:7]([C:2]1[CH:3]=[CH:4][CH:5]=[CH:6][N:1]=1)=[CH:16][C:15]#[N:17]. The catalyst class is: 11. (2) Reactant: [NH2:1][CH2:2][C:3]1[C:4]([F:27])=[CH:5][C:6]([Cl:26])=[C:7]([C:9]2[NH:10][C:11](=[O:25])[N:12]([C:14]3[CH:19]=[CH:18][C:17]([F:20])=[C:16]([C:21]([F:24])([F:23])[F:22])[CH:15]=3)[N:13]=2)[CH:8]=1.[C:28](Cl)(=[O:33])[C:29]([CH3:32])([CH3:31])[CH3:30]. Product: [Cl:26][C:6]1[C:7]([C:9]2[NH:10][C:11](=[O:25])[N:12]([C:14]3[CH:19]=[CH:18][C:17]([F:20])=[C:16]([C:21]([F:23])([F:24])[F:22])[CH:15]=3)[N:13]=2)=[CH:8][C:3]([CH2:2][NH:1][C:28](=[O:33])[C:29]([CH3:32])([CH3:31])[CH3:30])=[C:4]([F:27])[CH:5]=1. The catalyst class is: 1. (3) Reactant: [C:1]1([CH3:11])[CH:6]=[CH:5][C:4]([S:7](Cl)(=[O:9])=[O:8])=[CH:3][CH:2]=1.[N:12]1([CH2:18][CH2:19][CH2:20][OH:21])[CH2:17][CH2:16][CH2:15][CH2:14][CH2:13]1.C(N(CC)CC)C. Product: [N:12]1([CH2:18][CH2:19][CH2:20][O:21][S:7]([C:4]2[CH:5]=[CH:6][C:1]([CH3:11])=[CH:2][CH:3]=2)(=[O:9])=[O:8])[CH2:17][CH2:16][CH2:15][CH2:14][CH2:13]1. The catalyst class is: 4. (4) Reactant: Br[CH2:2][C:3]1[CH:8]=[CH:7][CH:6]=[CH:5][CH:4]=1.C(=O)([O-])[O-].[Cs+].[Cs+].[Cl:15][C:16]1[CH:17]=[C:18]([OH:25])[C:19]([N+:22]([O-:24])=[O:23])=[N:20][CH:21]=1. Product: [CH2:2]([O:25][C:18]1[C:19]([N+:22]([O-:24])=[O:23])=[N:20][CH:21]=[C:16]([Cl:15])[CH:17]=1)[C:3]1[CH:8]=[CH:7][CH:6]=[CH:5][CH:4]=1. The catalyst class is: 3.